Dataset: Forward reaction prediction with 1.9M reactions from USPTO patents (1976-2016). Task: Predict the product of the given reaction. (1) Given the reactants Cl.[F:2][C:3]1[CH:8]=[C:7]([N+:9]([O-])=O)[CH:6]=[CH:5][C:4]=1[O:12][C:13]1[C:22]2[C:17](=[CH:18][C:19]([O:25][CH2:26][CH2:27][CH2:28][N:29]3[CH2:33][CH2:32][CH2:31][CH2:30]3)=[C:20]([O:23][CH3:24])[CH:21]=2)[N:16]=[CH:15][CH:14]=1, predict the reaction product. The product is: [F:2][C:3]1[CH:8]=[C:7]([CH:6]=[CH:5][C:4]=1[O:12][C:13]1[C:22]2[C:17](=[CH:18][C:19]([O:25][CH2:26][CH2:27][CH2:28][N:29]3[CH2:30][CH2:31][CH2:32][CH2:33]3)=[C:20]([O:23][CH3:24])[CH:21]=2)[N:16]=[CH:15][CH:14]=1)[NH2:9]. (2) Given the reactants Br.C(O)(=O)C.C(OC([NH:16][C@H:17]1[C@H:22]([NH:23][C:24]([C:26]2[NH:27][C:28]([CH2:32][CH3:33])=[C:29]([Cl:31])[N:30]=2)=[O:25])[CH2:21][CH2:20][N:19]([C:34]2[S:35][C:36]([C:40]([O:42][CH2:43][CH3:44])=[O:41])=[C:37]([CH3:39])[N:38]=2)[CH2:18]1)=O)C1C=CC=CC=1.C(=O)(O)[O-].[Na+], predict the reaction product. The product is: [NH2:16][C@H:17]1[C@H:22]([NH:23][C:24]([C:26]2[NH:27][C:28]([CH2:32][CH3:33])=[C:29]([Cl:31])[N:30]=2)=[O:25])[CH2:21][CH2:20][N:19]([C:34]2[S:35][C:36]([C:40]([O:42][CH2:43][CH3:44])=[O:41])=[C:37]([CH3:39])[N:38]=2)[CH2:18]1. (3) Given the reactants [CH3:1][O:2][C:3]1[CH:4]=[CH:5][C:6]([N+:22]([O-])=O)=[C:7]([CH2:9][CH2:10][C:11]2[CH:16]=[C:15]([O:17][CH3:18])[CH:14]=[CH:13][C:12]=2[N+:19]([O-])=O)[CH:8]=1.O.NN, predict the reaction product. The product is: [CH3:18][O:17][C:15]1[CH:14]=[CH:13][C:12]([NH2:19])=[C:11]([CH2:10][CH2:9][C:7]2[CH:8]=[C:3]([O:2][CH3:1])[CH:4]=[CH:5][C:6]=2[NH2:22])[CH:16]=1. (4) Given the reactants ClC1C(C(=O)N(CCCC)CCCC)=NN(C2C=CC(C(O)=O)=CC=2C(OCC)=O)C=1C.C([O:40][C:41]([C:43]1[CH:48]=[CH:47][C:46]([N:49]2[C:53]([CH3:54])=[C:52]([Cl:55])[C:51]([C:56]([O:58][CH2:59][CH3:60])=[O:57])=[N:50]2)=[C:45]([C:61]([N:63]2[CH2:72][CH2:71][C:70]3[C:65](=[CH:66][CH:67]=[CH:68][CH:69]=3)[CH2:64]2)=[O:62])[CH:44]=1)=[O:42])C1C=CC=CC=1, predict the reaction product. The product is: [Cl:55][C:52]1[C:51]([C:56]([O:58][CH2:59][CH3:60])=[O:57])=[N:50][N:49]([C:46]2[CH:47]=[CH:48][C:43]([C:41]([OH:42])=[O:40])=[CH:44][C:45]=2[C:61]([N:63]2[CH2:72][CH2:71][C:70]3[C:65](=[CH:66][CH:67]=[CH:68][CH:69]=3)[CH2:64]2)=[O:62])[C:53]=1[CH3:54]. (5) Given the reactants Cl.[NH2:2][CH2:3][C:4]1[C:13](=[O:14])[C:12]2[C:7](=[N:8][C:9]([C:15]([F:18])([F:17])[F:16])=[CH:10][CH:11]=2)[N:6]([C:19]2[CH:24]=[CH:23][CH:22]=[CH:21][CH:20]=2)[C:5]=1[C:25]([O:27][CH3:28])=[O:26].[S:29]([C:33]1[CH:41]=[CH:40][C:36]([C:37](O)=[O:38])=[CH:35][CH:34]=1)(=[O:32])(=[O:31])[NH2:30], predict the reaction product. The product is: [CH3:28][O:27][C:25]([C:5]1[N:6]([C:19]2[CH:20]=[CH:21][CH:22]=[CH:23][CH:24]=2)[C:7]2[C:12]([C:13](=[O:14])[C:4]=1[CH2:3][NH:2][C:37](=[O:38])[C:36]1[CH:40]=[CH:41][C:33]([S:29](=[O:32])(=[O:31])[NH2:30])=[CH:34][CH:35]=1)=[CH:11][CH:10]=[C:9]([C:15]([F:16])([F:17])[F:18])[N:8]=2)=[O:26]. (6) Given the reactants [CH:1]([N:4]1[C:9](=[O:10])[CH:8]=[CH:7][C:6]([C:11]2[CH:12]=[C:13]([O:23][CH2:24][CH2:25][CH2:26][N:27]3C(=O)C4C(=CC=CC=4)C3=O)[CH:14]=[N:15][C:16]=2[C:17]2[CH:22]=[CH:21][CH:20]=[CH:19][CH:18]=2)=[N:5]1)([CH3:3])[CH3:2].O.NN.C([O-])(O)=O.[Na+].[ClH:46], predict the reaction product. The product is: [ClH:46].[ClH:46].[NH2:27][CH2:26][CH2:25][CH2:24][O:23][C:13]1[CH:12]=[C:11]([C:6]2[CH:7]=[CH:8][C:9](=[O:10])[N:4]([CH:1]([CH3:2])[CH3:3])[N:5]=2)[C:16]([C:17]2[CH:22]=[CH:21][CH:20]=[CH:19][CH:18]=2)=[N:15][CH:14]=1. (7) Given the reactants [F:1][C:2]1[CH:3]=[CH:4][C:5]([N+:22]([O-])=O)=[C:6]([S:8]([NH:11][C:12]2[CH:13]=[CH:14][CH:15]=[C:16]3[C:21]=2[N:20]=[CH:19][CH:18]=[CH:17]3)(=[O:10])=[O:9])[CH:7]=1.Cl[Sn]Cl, predict the reaction product. The product is: [NH2:22][C:5]1[CH:4]=[CH:3][C:2]([F:1])=[CH:7][C:6]=1[S:8]([NH:11][C:12]1[CH:13]=[CH:14][CH:15]=[C:16]2[C:21]=1[N:20]=[CH:19][CH:18]=[CH:17]2)(=[O:9])=[O:10].